Dataset: Full USPTO retrosynthesis dataset with 1.9M reactions from patents (1976-2016). Task: Predict the reactants needed to synthesize the given product. (1) Given the product [O:1]1[CH2:2][CH:3]=[C:4]([C:7]2[CH:12]=[C:11]([CH2:13][OH:14])[CH:10]=[CH:9][C:8]=2[C:17]2[CH:22]=[C:21]([O:23][CH3:24])[CH:20]=[CH:19][C:18]=2[F:25])[CH2:5][CH2:6]1, predict the reactants needed to synthesize it. The reactants are: [O:1]1[CH2:6][CH:5]=[C:4]([C:7]2[CH:12]=[C:11]([C:13](OC)=[O:14])[CH:10]=[CH:9][C:8]=2[C:17]2[CH:22]=[C:21]([O:23][CH3:24])[CH:20]=[CH:19][C:18]=2[F:25])[CH2:3][CH2:2]1.[H-].[H-].[H-].[H-].[Li+].[Al+3].[OH-].[Na+]. (2) The reactants are: [CH3:1][Si:2]([CH:5]=[N+:6]=[N-:7])([CH3:4])[CH3:3].C([N-]C(C)C)(C)C.[Li+].[C:16]([O:20][CH3:21])(=[O:19])[C:17]#[CH:18].Cl. Given the product [CH3:21][O:20][C:16]([C:17]1[NH:7][N:6]=[C:5]([Si:2]([CH3:4])([CH3:3])[CH3:1])[CH:18]=1)=[O:19], predict the reactants needed to synthesize it.